Dataset: Catalyst prediction with 721,799 reactions and 888 catalyst types from USPTO. Task: Predict which catalyst facilitates the given reaction. (1) Reactant: [Cl:1][C:2]1[C:3]([C:14]#[N:15])=[C:4]([CH:10]=[C:11]([CH3:13])[N:12]=1)[C:5](OCC)=[O:6]. Product: [Cl:1][C:2]1[C:3]2[CH2:14][NH:15][C:5](=[O:6])[C:4]=2[CH:10]=[C:11]([CH3:13])[N:12]=1. The catalyst class is: 319. (2) Reactant: [NH2:1][C:2]([NH:4][C:5]1[CH:6]=[C:7]([C:11]2[CH:16]=[CH:15][CH:14]=[C:13]([S:17]([NH:20][CH:21]([C:28]3[CH:33]=[CH:32][CH:31]=[CH:30][CH:29]=3)[CH2:22][C:23]([O:25][CH2:26][CH3:27])=[O:24])(=[O:19])=[O:18])[CH:12]=2)[CH:8]=[CH:9][CH:10]=1)=[S:3].I[CH3:35]. Product: [NH:1]=[C:2]([NH:4][C:5]1[CH:6]=[C:7]([C:11]2[CH:16]=[CH:15][CH:14]=[C:13]([S:17]([NH:20][CH:21]([C:28]3[CH:33]=[CH:32][CH:31]=[CH:30][CH:29]=3)[CH2:22][C:23]([O:25][CH2:26][CH3:27])=[O:24])(=[O:18])=[O:19])[CH:12]=2)[CH:8]=[CH:9][CH:10]=1)[S:3][CH3:35]. The catalyst class is: 5. (3) Reactant: [CH2:1]([S:3]([NH:6][CH:7]1[C:13]2[CH:14]=[CH:15][CH:16]=[CH:17][C:12]=2[O:11][CH2:10][CH2:9][CH2:8]1)(=[O:5])=[O:4])[CH3:2].[H-].[Na+].[CH3:20]I. Product: [CH2:1]([S:3]([N:6]([CH:7]1[C:13]2[CH:14]=[CH:15][CH:16]=[CH:17][C:12]=2[O:11][CH2:10][CH2:9][CH2:8]1)[CH3:20])(=[O:5])=[O:4])[CH3:2]. The catalyst class is: 1. (4) Reactant: [CH:1]([N:4]([S:28]([C:31]1[CH:36]=[CH:35][CH:34]=[CH:33][CH:32]=1)(=[O:30])=[O:29])[C:5]1[CH:23]=[CH:22][C:21]([C:24]([F:27])([F:26])[F:25])=[CH:20][C:6]=1[O:7][CH2:8][C:9]1[CH:19]=[CH:18][C:12]([CH:13]=[CH:14][C:15]([OH:17])=[O:16])=[CH:11][CH:10]=1)([CH3:3])[CH3:2].[OH-].[Na+:38]. Product: [Na+:38].[CH:1]([N:4]([S:28]([C:31]1[CH:32]=[CH:33][CH:34]=[CH:35][CH:36]=1)(=[O:29])=[O:30])[C:5]1[CH:23]=[CH:22][C:21]([C:24]([F:26])([F:25])[F:27])=[CH:20][C:6]=1[O:7][CH2:8][C:9]1[CH:10]=[CH:11][C:12]([CH:13]=[CH:14][C:15]([O-:17])=[O:16])=[CH:18][CH:19]=1)([CH3:3])[CH3:2]. The catalyst class is: 5. (5) Reactant: Br[C:2]1[CH:7]=[C:6]([F:8])[CH:5]=[CH:4][C:3]=1[SH:9].C[Li].C([Li])(C)(C)C.[C:17]([O:21][C:22]([N:24]1[CH2:29][CH2:28][C:27](=[O:30])[CH2:26][CH2:25]1)=[O:23])([CH3:20])([CH3:19])[CH3:18]. Product: [C:17]([O:21][C:22]([N:24]1[CH2:29][CH2:28][C:27]([C:2]2[CH:7]=[C:6]([F:8])[CH:5]=[CH:4][C:3]=2[SH:9])([OH:30])[CH2:26][CH2:25]1)=[O:23])([CH3:20])([CH3:18])[CH3:19]. The catalyst class is: 355.